Dataset: Full USPTO retrosynthesis dataset with 1.9M reactions from patents (1976-2016). Task: Predict the reactants needed to synthesize the given product. (1) The reactants are: C(OC([NH:8][CH2:9][CH:10]1[CH2:15][CH2:14][N:13]([CH2:16][CH2:17][CH2:18][O:19][C:20]2[CH:29]=[C:28]3[C:23]([C:24]([NH:30][C:31]([NH:33][C:34]4[C:39]([CH3:40])=[CH:38][CH:37]=[CH:36][C:35]=4[Cl:41])=[O:32])=[N:25][CH:26]=[N:27]3)=[CH:22][C:21]=2[O:42][CH3:43])[CH2:12][CH2:11]1)=O)(C)(C)C.FC(F)(F)C(O)=O. Given the product [NH2:8][CH2:9][CH:10]1[CH2:15][CH2:14][N:13]([CH2:16][CH2:17][CH2:18][O:19][C:20]2[CH:29]=[C:28]3[C:23]([C:24]([NH:30][C:31]([NH:33][C:34]4[C:39]([CH3:40])=[CH:38][CH:37]=[CH:36][C:35]=4[Cl:41])=[O:32])=[N:25][CH:26]=[N:27]3)=[CH:22][C:21]=2[O:42][CH3:43])[CH2:12][CH2:11]1, predict the reactants needed to synthesize it. (2) Given the product [CH2:26]([OH:31])[CH2:27][CH2:28][CH2:29][CH3:30].[CH2:17]([O:19][CH2:20][CH:21]([OH:3])[CH3:22])[CH3:18], predict the reactants needed to synthesize it. The reactants are: CC(CC)[O-:3].[Al+3].CC(CC)[O-].CC(CC)[O-].[CH2:17]([O:19][C:20](=O)[CH2:21][C:22](=O)C)[CH3:18].[CH2:26]([OH:31])[CH2:27][CH2:28][CH2:29][CH3:30].Cl. (3) Given the product [C:46]([C:50]1[O:54][N:53]=[C:52]([NH:55][C:38]([NH:22][C:19]2[CH:20]=[CH:21][C:16]([C:13]3[N:10]4[CH:11]=[CH:12][C:7]([C:4]5[CH:5]=[CH:6][N:1]=[CH:2][CH:3]=5)=[CH:8][C:9]4=[N:15][CH:14]=3)=[CH:17][C:18]=2[C:23]([F:26])([F:25])[F:24])=[O:44])[CH:51]=1)([CH3:49])([CH3:48])[CH3:47], predict the reactants needed to synthesize it. The reactants are: [N:1]1[CH:6]=[CH:5][C:4]([C:7]2[CH:12]=[CH:11][N:10]3[C:13]([C:16]4[CH:21]=[CH:20][C:19]([NH2:22])=[C:18]([C:23]([F:26])([F:25])[F:24])[CH:17]=4)=[CH:14][N:15]=[C:9]3[CH:8]=2)=[CH:3][CH:2]=1.C(N(CC)CC)C.ClC(Cl)(O[C:38](=[O:44])OC(Cl)(Cl)Cl)Cl.[C:46]([C:50]1[O:54][N:53]=[C:52]([NH2:55])[CH:51]=1)([CH3:49])([CH3:48])[CH3:47]. (4) Given the product [NH2:61][C:59]1[S:60][C:56]([S:53]([N:24]2[C@H:23]([C:21]([NH:20][C@@H:4]([CH2:5][C:6]3[CH:7]=[CH:8][C:9]([C:12]4[CH:17]=[CH:16][N:15]=[C:14]([CH3:18])[C:13]=4[CH3:19])=[CH:10][CH:11]=3)[C:3]([OH:66])=[O:2])=[O:22])[CH2:32][C:31]3[CH:30]=[C:29]4[O:33][CH2:34][C@H:35]([C:37]5[CH:42]=[CH:41][C:40]([O:43][CH2:44][C:45]6[CH:50]=[CH:49][C:48]([Cl:51])=[C:47]([Cl:52])[CH:46]=6)=[CH:39][CH:38]=5)[O:36][C:28]4=[CH:27][C:26]=3[CH2:25]2)(=[O:54])=[O:55])=[C:57]([CH3:65])[N:58]=1, predict the reactants needed to synthesize it. The reactants are: C[O:2][C:3](=[O:66])[C@@H:4]([NH:20][C:21]([C@@H:23]1[CH2:32][C:31]2[CH:30]=[C:29]3[O:33][CH2:34][C@H:35]([C:37]4[CH:42]=[CH:41][C:40]([O:43][CH2:44][C:45]5[CH:50]=[CH:49][C:48]([Cl:51])=[C:47]([Cl:52])[CH:46]=5)=[CH:39][CH:38]=4)[O:36][C:28]3=[CH:27][C:26]=2[CH2:25][N:24]1[S:53]([C:56]1[S:60][C:59]([NH:61]C(=O)C)=[N:58][C:57]=1[CH3:65])(=[O:55])=[O:54])=[O:22])[CH2:5][C:6]1[CH:11]=[CH:10][C:9]([C:12]2[CH:17]=[CH:16][N:15]=[C:14]([CH3:18])[C:13]=2[CH3:19])=[CH:8][CH:7]=1.COC(=O)[C@@H](NC([C@@H]1CC2C=C3OC[C@H](C4C=CC(OCC5C=CC(Cl)=C(Cl)C=5)=CC=4)OC3=CC=2CN1S(C1SC(N)=NC=1C)(=O)=O)=O)CC1C=CC(C2C=CN=C(C)C=2C)=CC=1. (5) Given the product [N:8]1([C:6]([N:1]2[CH2:2][CH2:22][C:17]3[C:16]([CH:25]=[O:26])=[C:15]([O:14][CH3:13])[CH:24]=[CH:23][C:4]=3[CH2:5]2)=[O:7])[CH:12]=[CH:11][N:10]=[CH:9]1, predict the reactants needed to synthesize it. The reactants are: [N:1]1([C:6]([N:8]2[CH:12]=[CH:11][N:10]=[CH:9]2)=[O:7])[CH:5]=[CH:4]N=[CH:2]1.[CH3:13][O:14][C:15]1[CH:24]=[CH:23][C:22]2CNCC[C:17]=2[C:16]=1[CH:25]=[O:26]. (6) The reactants are: Br[C:2]1[CH:3]=[C:4]([CH:7]=[CH:8][C:9]=1[CH2:10][CH3:11])[CH:5]=[O:6].[N:12]1[CH:17]=[CH:16][CH:15]=[C:14](B(O)O)[CH:13]=1.C([O-])([O-])=O.[Na+].[Na+]. Given the product [CH2:10]([C:9]1[CH:8]=[CH:7][C:4]([CH:5]=[O:6])=[CH:3][C:2]=1[C:14]1[CH:13]=[N:12][CH:17]=[CH:16][CH:15]=1)[CH3:11], predict the reactants needed to synthesize it. (7) Given the product [C:1]([OH:6])(=[O:5])[C:2]([CH3:4])=[CH2:3].[C:7]([O:12][CH2:13][CH:14]=[CH2:15])(=[O:11])[C:8]([CH3:10])=[CH2:9], predict the reactants needed to synthesize it. The reactants are: [C:1]([OH:6])(=[O:5])[C:2]([CH3:4])=[CH2:3].[C:7]([O:12][CH2:13][CH:14]=[CH2:15])(=[O:11])[C:8]([CH3:10])=[CH2:9].N(C(C)(CC(C)C)C#N)=NC(C)(CC(C)C)C#N.O.